This data is from Reaction yield outcomes from USPTO patents with 853,638 reactions. The task is: Predict the reaction yield, written as a fraction of the theoretical maximum amount of product (1.0 means a 100% yield; for example, 0.34 means a 34% yield). (1) The reactants are Cl[C:2]1[C:7]([C:8]([O:10][CH2:11][CH3:12])=[S:9])=[CH:6][N:5]=[C:4]([CH3:13])[N:3]=1.C([N:16](CC)CC)C.[OH-].[NH4+].O. The catalyst is O1CCCC1. The product is [NH2:16][C:2]1[C:7]([C:8]([O:10][CH2:11][CH3:12])=[S:9])=[CH:6][N:5]=[C:4]([CH3:13])[N:3]=1. The yield is 0.950. (2) The reactants are [F:1][C:2]1[CH:7]=[CH:6][C:5]([C:8]2[C:17]3[C:12](=[CH:13][C:14]([CH2:18][N:19]4[CH:23]=[C:22]([CH:24]=[O:25])[CH:21]=[N:20]4)=[CH:15][CH:16]=3)[N:11]=[C:10]([C:26]#[N:27])[CH:9]=2)=[CH:4][CH:3]=1.C([O-])([O-])=[O:29].C([O-])([O-])=O.OO.OO.OO.[Na+].[Na+].[Na+].[Na+].[NH4+].[Cl-]. The catalyst is CC(C)=O.O. The product is [F:1][C:2]1[CH:7]=[CH:6][C:5]([C:8]2[C:17]3[C:12](=[CH:13][C:14]([CH2:18][N:19]4[CH:23]=[C:22]([CH:24]=[O:25])[CH:21]=[N:20]4)=[CH:15][CH:16]=3)[N:11]=[C:10]([C:26]([NH2:27])=[O:29])[CH:9]=2)=[CH:4][CH:3]=1. The yield is 0.747.